This data is from Forward reaction prediction with 1.9M reactions from USPTO patents (1976-2016). The task is: Predict the product of the given reaction. Given the reactants [Cl:1][C:2]1[CH:7]=[CH:6][C:5]([CH2:8][C:9]2[C:18]3[C:13](=[CH:14][CH:15]=[CH:16][CH:17]=3)[C:12](=[O:19])[N:11]([CH2:20][C@@H:21]3[CH2:25][CH2:24][CH2:23][N:22]3[CH2:26][CH2:27][CH2:28][CH2:29][C:30]3[CH:35]=[CH:34][C:33]([O:36]C)=[CH:32][CH:31]=3)[N:10]=2)=[CH:4][CH:3]=1.B(Br)(Br)Br, predict the reaction product. The product is: [Cl:1][C:2]1[CH:7]=[CH:6][C:5]([CH2:8][C:9]2[C:18]3[C:13](=[CH:14][CH:15]=[CH:16][CH:17]=3)[C:12](=[O:19])[N:11]([CH2:20][C@@H:21]3[CH2:25][CH2:24][CH2:23][N:22]3[CH2:26][CH2:27][CH2:28][CH2:29][C:30]3[CH:31]=[CH:32][C:33]([OH:36])=[CH:34][CH:35]=3)[N:10]=2)=[CH:4][CH:3]=1.